Dataset: Full USPTO retrosynthesis dataset with 1.9M reactions from patents (1976-2016). Task: Predict the reactants needed to synthesize the given product. (1) Given the product [OH:52][C:46]1([C:44]#[C:45][C:2]2[CH:7]=[CH:6][C:5]([N:8]([CH2:32][CH:33]=[C:34]([CH3:36])[CH3:35])[CH:9]3[CH2:14][CH2:13][N:12]([C:15]([C@@H:17]([NH:22][C:23]([N:25]4[CH2:31][CH2:30][CH2:29][CH2:28][CH2:27][CH2:26]4)=[O:24])[CH2:18][CH:19]([CH3:20])[CH3:21])=[O:16])[CH2:11][CH2:10]3)=[CH:4][CH:3]=2)[CH2:51][CH2:50][CH2:49][CH2:48][CH2:47]1, predict the reactants needed to synthesize it. The reactants are: I[C:2]1[CH:7]=[CH:6][C:5]([N:8]([CH2:32][CH:33]=[C:34]([CH3:36])[CH3:35])[CH:9]2[CH2:14][CH2:13][N:12]([C:15]([C@@H:17]([NH:22][C:23]([N:25]3[CH2:31][CH2:30][CH2:29][CH2:28][CH2:27][CH2:26]3)=[O:24])[CH2:18][CH:19]([CH3:21])[CH3:20])=[O:16])[CH2:11][CH2:10]2)=[CH:4][CH:3]=1.C(N(CC)CC)C.[C:44]([C:46]1([OH:52])[CH2:51][CH2:50][CH2:49][CH2:48][CH2:47]1)#[CH:45].C#C. (2) Given the product [F:16][C:17]([F:23])([F:22])[S:18]([O-:21])(=[O:20])=[O:19].[Br:1][C:2]1[CH:10]=[CH:9][C:5]([C:6]2[S:15][CH2:11][CH2:12][CH2:13][S+:14]=2)=[CH:4][CH:3]=1, predict the reactants needed to synthesize it. The reactants are: [Br:1][C:2]1[CH:10]=[CH:9][C:5]([C:6](O)=O)=[CH:4][CH:3]=1.[CH2:11]([SH:15])[CH2:12][CH2:13][SH:14].[F:16][C:17]([F:23])([F:22])[S:18]([OH:21])(=[O:20])=[O:19]. (3) Given the product [CH3:1][C@H:2]1[N:7]2[C:8]([C:11]3([C:14]([F:15])([F:16])[F:17])[CH2:13][CH2:12]3)=[N:9][N:10]=[C:6]2[C@@H:5]([NH2:18])[CH2:4][C@H:3]1[C:26]1[CH:27]=[CH:28][CH:29]=[CH:30][CH:31]=1, predict the reactants needed to synthesize it. The reactants are: [CH3:1][C@H:2]1[N:7]2[C:8]([C:11]3([C:14]([F:17])([F:16])[F:15])[CH2:13][CH2:12]3)=[N:9][N:10]=[C:6]2[C@@H:5]([NH:18]C(=O)OC(C)(C)C)[CH2:4][C@H:3]1[C:26]1[CH:31]=[CH:30][CH:29]=[CH:28][CH:27]=1.FC(F)(F)C(O)=O.C(=O)(O)[O-]. (4) Given the product [CH:21]1([CH2:27][N:8]2[CH2:9][C:5]3[C:4]([NH:10][C:11]4[CH:12]=[N:13][C:14]5[C:19]([CH:20]=4)=[CH:18][CH:17]=[CH:16][CH:15]=5)=[N:3][CH:2]=[N:1][C:6]=3[CH2:7]2)[CH2:26][CH2:25][CH2:24][CH2:23][CH2:22]1, predict the reactants needed to synthesize it. The reactants are: [N:1]1[C:6]2[CH2:7][NH:8][CH2:9][C:5]=2[C:4]([NH:10][C:11]2[CH:12]=[N:13][C:14]3[C:19]([CH:20]=2)=[CH:18][CH:17]=[CH:16][CH:15]=3)=[N:3][CH:2]=1.[CH:21]1([CH:27]=O)[CH2:26][CH2:25][CH2:24][CH2:23][CH2:22]1.C(O)(=O)C.CS(C)=O.C(O[BH-](OC(=O)C)OC(=O)C)(=O)C.[Na+]. (5) The reactants are: [S:1]1[C:9]2[C:4](=[N:5][CH:6]=[CH:7][CH:8]=2)[CH:3]=[C:2]1[C:10]([OH:12])=O.CN(C(ON1N=[N:28][C:23]2[CH:24]=[CH:25][CH:26]=[N:27][C:22]1=2)=[N+](C)C)C.F[P-](F)(F)(F)(F)F.[CH:37](N(CC)C(C)C)(C)[CH3:38]. Given the product [N:27]12[CH2:26][CH2:25][CH:24]([CH2:37][CH2:38]1)[C@@H:23]([NH:28][C:10]([C:2]1[S:1][C:9]3[C:4](=[N:5][CH:6]=[CH:7][CH:8]=3)[CH:3]=1)=[O:12])[CH2:22]2, predict the reactants needed to synthesize it.